Task: Predict the product of the given reaction.. Dataset: Forward reaction prediction with 1.9M reactions from USPTO patents (1976-2016) (1) Given the reactants [CH:1]1([C:4]2[CH:8]=[CH:7][S:6][C:5]=2[CH2:9][N:10]2[C:15]3[N:16]=[C:17]([S:20][CH3:21])[N:18]=[CH:19][C:14]=3[CH:13]=[CH:12][C:11]2=[O:22])[CH2:3][CH2:2]1.ClC1C=CC=C(C(OO)=[O:31])C=1, predict the reaction product. The product is: [CH:1]1([C:4]2[CH:8]=[CH:7][S:6][C:5]=2[CH2:9][N:10]2[C:15]3[N:16]=[C:17]([S:20]([CH3:21])=[O:31])[N:18]=[CH:19][C:14]=3[CH:13]=[CH:12][C:11]2=[O:22])[CH2:2][CH2:3]1. (2) The product is: [CH:14]1([C:13]2[C:7]3[O:6][CH:5]([CH2:4][NH2:1])[CH2:9][C:8]=3[CH:10]=[CH:11][CH:12]=2)[CH2:15][CH2:16][CH2:17][CH2:18]1. Given the reactants [N:1]([CH2:4][CH:5]1[CH2:9][C:8]2[CH:10]=[CH:11][CH:12]=[C:13]([CH:14]3[CH2:18][CH2:17][CH2:16][CH2:15]3)[C:7]=2[O:6]1)=[N+]=[N-], predict the reaction product. (3) Given the reactants CC1CCN2C(=O)C3C4CCCC(=[O:20])C=4SC=3N=C2CC1.[CH2:22]([O:24][C:25]([CH:27]1[CH2:33][CH2:32][N:31]2[C:34](=[O:45])[C:35]3[C:40]4[CH2:41][CH2:42][CH2:43][CH2:44][C:39]=4[S:38][C:36]=3[N:37]=[C:30]2[CH2:29][CH2:28]1)=[O:26])[CH3:23], predict the reaction product. The product is: [CH2:22]([O:24][C:25]([CH:27]1[CH2:33][CH2:32][N:31]2[C:34](=[O:45])[C:35]3[C:40]4[CH2:41][CH2:42][CH2:43][C:44](=[O:20])[C:39]=4[S:38][C:36]=3[N:37]=[C:30]2[CH2:29][CH2:28]1)=[O:26])[CH3:23]. (4) The product is: [O:3]=[C:4]([CH3:17])[CH2:5][CH2:6][CH2:7][CH2:8][C:9]1[O:10][CH:11]=[C:12]([C:14]([N:18]=[N+:19]=[N-:20])=[O:15])[N:13]=1. Given the reactants N#N.[O:3]=[C:4]([CH3:17])[CH2:5][CH2:6][CH2:7][CH2:8][C:9]1[O:10][CH:11]=[C:12]([C:14](Cl)=[O:15])[N:13]=1.[N-:18]=[N+:19]=[N-:20].[Na+], predict the reaction product. (5) The product is: [CH3:1][C:2]1[CH:19]=[CH:18][CH:17]=[C:16]([CH3:20])[C:3]=1[C:4]([O:6][C:7]1[CH:12]=[CH:11][CH:10]=[C:9]([C:13](=[O:15])[CH2:14][CH2:32][C:33]([O:35][CH2:36][C:37]2[CH:42]=[CH:41][CH:40]=[CH:39][CH:38]=2)=[O:34])[CH:8]=1)=[O:5]. Given the reactants [CH3:1][C:2]1[CH:19]=[CH:18][CH:17]=[C:16]([CH3:20])[C:3]=1[C:4]([O:6][C:7]1[CH:12]=[CH:11][CH:10]=[C:9]([C:13](=[O:15])[CH3:14])[CH:8]=1)=[O:5].C[Si]([N-][Si](C)(C)C)(C)C.[Li+].Br[CH2:32][C:33]([O:35][CH2:36][C:37]1[CH:42]=[CH:41][CH:40]=[CH:39][CH:38]=1)=[O:34], predict the reaction product.